From a dataset of Reaction yield outcomes from USPTO patents with 853,638 reactions. Predict the reaction yield, written as a fraction of the theoretical maximum amount of product (1.0 means a 100% yield; for example, 0.34 means a 34% yield). The reactants are [NH2:1][C:2]1[CH:3]=[C:4]([C:8]2[S:12][C:11]([C:13]3[CH:14]=[C:15]4[C:19](=[CH:20][CH:21]=3)[C:18](=[O:22])[N:17]([CH3:23])[CH2:16]4)=[CH:10][CH:9]=2)[CH:5]=[N:6][CH:7]=1.[F:24][C:25]1[CH:30]=[C:29]([F:31])[CH:28]=[C:27]([F:32])[C:26]=1[S:33](Cl)(=[O:35])=[O:34]. No catalyst specified. The product is [F:24][C:25]1[CH:30]=[C:29]([F:31])[CH:28]=[C:27]([F:32])[C:26]=1[S:33]([NH:1][C:2]1[CH:7]=[N:6][CH:5]=[C:4]([C:8]2[S:12][C:11]([C:13]3[CH:14]=[C:15]4[C:19](=[CH:20][CH:21]=3)[C:18](=[O:22])[N:17]([CH3:23])[CH2:16]4)=[CH:10][CH:9]=2)[CH:3]=1)(=[O:35])=[O:34]. The yield is 0.160.